Dataset: Reaction yield outcomes from USPTO patents with 853,638 reactions. Task: Predict the reaction yield, written as a fraction of the theoretical maximum amount of product (1.0 means a 100% yield; for example, 0.34 means a 34% yield). (1) The reactants are Br[CH2:2][CH2:3][CH2:4][CH2:5][N:6]1[C:14](=[O:15])[C:13]2[C:8](=[CH:9][CH:10]=[CH:11][CH:12]=2)[C:7]1=[O:16].[CH3:17][S-:18].[Na+]. The catalyst is CO. The product is [CH3:17][S:18][CH2:2][CH2:3][CH2:4][CH2:5][N:6]1[C:14](=[O:15])[C:13]2[C:8](=[CH:9][CH:10]=[CH:11][CH:12]=2)[C:7]1=[O:16]. The yield is 0.910. (2) The catalyst is C1(C)C=CC=CC=1.O.C([O-])(=O)C.[Pd+2].C([O-])(=O)C. The product is [CH:26]1([C:2]2[CH:20]=[C:19]([C:21]([O:23][CH3:24])=[O:22])[C:18]([F:25])=[CH:17][C:3]=2[O:4][CH2:5][CH:6]2[CH2:9][N:8]([C:10]([O:12][C:13]([CH3:16])([CH3:15])[CH3:14])=[O:11])[CH2:7]2)[CH2:28][CH2:27]1. The reactants are Cl[C:2]1[CH:20]=[C:19]([C:21]([O:23][CH3:24])=[O:22])[C:18]([F:25])=[CH:17][C:3]=1[O:4][CH2:5][CH:6]1[CH2:9][N:8]([C:10]([O:12][C:13]([CH3:16])([CH3:15])[CH3:14])=[O:11])[CH2:7]1.[CH:26]1(B(O)O)[CH2:28][CH2:27]1.P([O-])([O-])([O-])=O.[K+].[K+].[K+].F[B-](F)(F)F.C1(P(C2CCCCC2)C2CCCCC2)CCCCC1. The yield is 0.830.